This data is from Peptide-MHC class I binding affinity with 185,985 pairs from IEDB/IMGT. The task is: Regression. Given a peptide amino acid sequence and an MHC pseudo amino acid sequence, predict their binding affinity value. This is MHC class I binding data. The peptide sequence is LLRIVIYIV. The MHC is Mamu-A70103 with pseudo-sequence Mamu-A70103. The binding affinity (normalized) is 0.